From a dataset of Reaction yield outcomes from USPTO patents with 853,638 reactions. Predict the reaction yield, written as a fraction of the theoretical maximum amount of product (1.0 means a 100% yield; for example, 0.34 means a 34% yield). The reactants are [CH2:1]([CH:3]([CH2:9][CH:10]=[CH2:11])/[CH:4]=[CH:5]/[C:6](O)=O)[CH3:2].C(OC(=O)C)(=O)C.C(N(CC)CC)C.O. The catalyst is CN(C)C(=O)C. The product is [CH2:1]([C:3]1[CH2:9][CH:10]2[CH:5]([CH:4]=1)[CH2:6][CH2:11]2)[CH3:2]. The yield is 0.810.